From a dataset of Forward reaction prediction with 1.9M reactions from USPTO patents (1976-2016). Predict the product of the given reaction. (1) The product is: [CH3:35][O:34][C:31]1[CH:32]=[C:33]2[C:28](=[CH:29][C:30]=1[O:36][CH3:37])[N:27]=[CH:26][N:25]=[C:24]2[O:1][C:2]1[CH:3]=[C:4]2[C:9](=[CH:10][CH:11]=1)[CH:8]=[C:7]([NH:12][C:13](=[O:14])[O:15][CH2:16][C:17]1[CH:18]=[CH:19][CH:20]=[CH:21][CH:22]=1)[CH:6]=[CH:5]2. Given the reactants [OH:1][C:2]1[CH:3]=[C:4]2[C:9](=[CH:10][CH:11]=1)[CH:8]=[C:7]([NH:12][C:13]([O:15][CH2:16][C:17]1[CH:22]=[CH:21][CH:20]=[CH:19][CH:18]=1)=[O:14])[CH:6]=[CH:5]2.Cl[C:24]1[C:33]2[C:28](=[CH:29][C:30]([O:36][CH3:37])=[C:31]([O:34][CH3:35])[CH:32]=2)[N:27]=[CH:26][N:25]=1, predict the reaction product. (2) The product is: [C:33]([N:2]1[CH2:6][CH2:5][C@@H:4]([NH:7][C:8]([C:10]2[C:14]3[N:15]=[CH:16][N:17]=[C:18]([C:19]4[CH:24]=[C:23]([O:25][CH3:26])[C:22]([F:27])=[CH:21][C:20]=4[O:28][CH2:29][CH:30]4[CH2:31][CH2:32]4)[C:13]=3[NH:12][CH:11]=2)=[O:9])[CH2:3]1)(=[O:36])[CH2:34][CH3:35]. Given the reactants Cl.[NH:2]1[CH2:6][CH2:5][C@@H:4]([NH:7][C:8]([C:10]2[C:14]3[N:15]=[CH:16][N:17]=[C:18]([C:19]4[CH:24]=[C:23]([O:25][CH3:26])[C:22]([F:27])=[CH:21][C:20]=4[O:28][CH2:29][CH:30]4[CH2:32][CH2:31]4)[C:13]=3[NH:12][CH:11]=2)=[O:9])[CH2:3]1.[C:33](Cl)(=[O:36])[CH2:34][CH3:35], predict the reaction product. (3) The product is: [F:25][C:22]1[CH:21]=[C:20]([C:26]#[N:27])[C:19]([C:17]2[CH:18]=[C:13]([C:11]3[N:5]4[C:6]([C:7](=[O:8])[N:2]([CH3:1])[CH:3]=[N:4]4)=[N:9][CH:10]=3)[CH:14]=[CH:15][C:16]=2[F:28])=[CH:24][CH:23]=1. Given the reactants [CH3:1][N:2]1[C:7](=[O:8])[C:6]2=[N:9][CH:10]=[CH:11][N:5]2[N:4]=[CH:3]1.Br[C:13]1[CH:14]=[CH:15][C:16]([F:28])=[C:17]([C:19]2[C:20]([C:26]#[N:27])=[CH:21][C:22]([F:25])=[CH:23][CH:24]=2)[CH:18]=1.C([O-])(=O)C.[K+], predict the reaction product. (4) Given the reactants [CH3:1][O:2][C:3]1[CH:4]=[CH:5][C:6]2[O:10][CH2:9][C:8](=O)[C:7]=2[CH:12]=1.[C:13]([CH:16]=P(C1C=CC=CC=1)(C1C=CC=CC=1)C1C=CC=CC=1)([OH:15])=[O:14].[C:36]1(C)C=CC=C[CH:37]=1, predict the reaction product. The product is: [CH2:36]([O:15][C:13](=[O:14])[CH2:16][C:8]1[C:7]2[CH:12]=[C:3]([O:2][CH3:1])[CH:4]=[CH:5][C:6]=2[O:10][CH:9]=1)[CH3:37]. (5) Given the reactants [O:1]1[CH:5]=[CH:4][CH:3]=[C:2]1[C:6]1[O:7][C:8]([CH3:38])=[C:9]([CH2:11][O:12][C:13]2[CH:35]=[CH:34][C:16]([CH2:17][O:18][C:19]3[C:23](/[CH:24]=[CH:25]/[CH:26]=[O:27])=[CH:22][N:21]([C:28]4[CH:33]=[CH:32][CH:31]=[CH:30][CH:29]=4)[N:20]=3)=[CH:15][C:14]=2[O:36][CH3:37])[N:10]=1.C1(C)C=CC(S([CH2:48][N+:49]#[C-:50])(=O)=O)=CC=1.C(=O)([O-])[O-].[K+].[K+].CO, predict the reaction product. The product is: [O:1]1[CH:5]=[CH:4][CH:3]=[C:2]1[C:6]1[O:7][C:8]([CH3:38])=[C:9]([CH2:11][O:12][C:13]2[CH:35]=[CH:34][C:16]([CH2:17][O:18][C:19]3[C:23](/[CH:24]=[CH:25]/[C:26]4[O:27][CH:50]=[N:49][CH:48]=4)=[CH:22][N:21]([C:28]4[CH:29]=[CH:30][CH:31]=[CH:32][CH:33]=4)[N:20]=3)=[CH:15][C:14]=2[O:36][CH3:37])[N:10]=1. (6) Given the reactants [CH2:1]([N:8]([CH2:21][C:22]1[CH:42]=[CH:41][C:25]([O:26][C:27]2[CH:40]=[CH:39][C:30]([O:31][CH2:32][CH2:33][CH2:34][CH2:35][C:36](O)=[O:37])=[CH:29][CH:28]=2)=[CH:24][CH:23]=1)[C:9]1[CH:14]=[CH:13][CH:12]=[C:11]([NH:15][S:16]([CH3:19])(=[O:18])=[O:17])[C:10]=1[CH3:20])[C:2]1[CH:7]=[CH:6][CH:5]=[CH:4][CH:3]=1.Cl.C([O:48][C:49](=[O:56])[C@H:50]([C@H:52]([CH2:54][CH3:55])[CH3:53])[NH2:51])(C)(C)C, predict the reaction product. The product is: [CH2:1]([N:8]([CH2:21][C:22]1[CH:23]=[CH:24][C:25]([O:26][C:27]2[CH:28]=[CH:29][C:30]([O:31][CH2:32][CH2:33][CH2:34][CH2:35][C:36]([NH:51][C@H:50]([C:49]([OH:48])=[O:56])[C@H:52]([CH2:54][CH3:55])[CH3:53])=[O:37])=[CH:39][CH:40]=2)=[CH:41][CH:42]=1)[C:9]1[CH:14]=[CH:13][CH:12]=[C:11]([NH:15][S:16]([CH3:19])(=[O:17])=[O:18])[C:10]=1[CH3:20])[C:2]1[CH:3]=[CH:4][CH:5]=[CH:6][CH:7]=1. (7) Given the reactants [O:1]=[C:2]1[NH:6][C:5]2[S:7][C:8]([C:10]([NH2:12])=[O:11])=[CH:9][C:4]=2[CH2:3]1.[CH3:13][O:14][C:15]1[CH:20]=[CH:19][C:18]([C:21]2[C:25]([CH:26]=O)=[CH:24][NH:23][N:22]=2)=[CH:17][CH:16]=1, predict the reaction product. The product is: [O:1]=[C:2]1[NH:6][C:5]2[S:7][C:8]([C:10]([NH2:12])=[O:11])=[CH:9][C:4]=2/[C:3]/1=[CH:26]/[C:25]1[C:21]([C:18]2[CH:19]=[CH:20][C:15]([O:14][CH3:13])=[CH:16][CH:17]=2)=[N:22][NH:23][CH:24]=1.